From a dataset of Reaction yield outcomes from USPTO patents with 853,638 reactions. Predict the reaction yield, written as a fraction of the theoretical maximum amount of product (1.0 means a 100% yield; for example, 0.34 means a 34% yield). (1) The reactants are [C:1]([C:3]1[CH:4]=[C:5]([CH:9]=[CH:10][C:11]=1[O:12][CH:13]([CH3:15])[CH3:14])[C:6](O)=O)#[N:2].[NH:16]([C:18](=[S:20])[NH2:19])[NH2:17].P(Cl)(Cl)(Cl)=O.[OH-].[Na+]. No catalyst specified. The product is [NH2:19][C:18]1[S:20][C:6]([C:5]2[CH:9]=[CH:10][C:11]([O:12][CH:13]([CH3:15])[CH3:14])=[C:3]([CH:4]=2)[C:1]#[N:2])=[N:17][N:16]=1. The yield is 0.990. (2) The reactants are [CH2:1]([O:3][C@@H:4]([CH2:9][C:10]1[CH:15]=[CH:14][C:13]([C:16]2[CH:21]=[CH:20][CH:19]=[C:18]([N:22]([CH3:33])[C:23]([NH:25][CH2:26][CH2:27][CH2:28][CH2:29][CH2:30][CH2:31][CH3:32])=[O:24])[N:17]=2)=[CH:12][CH:11]=1)[C:5]([O:7]C)=[O:6])[CH3:2].O1CCCC1.[OH-].[Li+].O. The yield is 0.950. The product is [CH2:1]([O:3][C@@H:4]([CH2:9][C:10]1[CH:15]=[CH:14][C:13]([C:16]2[CH:21]=[CH:20][CH:19]=[C:18]([N:22]([CH3:33])[C:23]([NH:25][CH2:26][CH2:27][CH2:28][CH2:29][CH2:30][CH2:31][CH3:32])=[O:24])[N:17]=2)=[CH:12][CH:11]=1)[C:5]([OH:7])=[O:6])[CH3:2]. The catalyst is C(O)(=O)C.C(OCC)(=O)C. (3) The reactants are [NH:1]1[CH2:6][CH2:5][CH:4]([C:7]2[CH:12]=[CH:11][C:10]([NH:13][C:14]([C:16]3[N:17]=[C:18]([C:25]4[CH:30]=[CH:29][CH:28]=[CH:27][CH:26]=4)[O:19][C:20]=3[C:21]([F:24])([F:23])[F:22])=[O:15])=[CH:9][CH:8]=2)[CH2:3][CH2:2]1.[NH:31]1[C:35]([CH2:36][C:37](O)=[O:38])=[N:34][N:33]=[N:32]1.C(N(CC)CC)C.F[P-](F)(F)(F)(F)F.N1(O[P+](N(C)C)(N(C)C)N(C)C)C2C=CC=CC=2N=N1. The catalyst is CN(C=O)C. The product is [NH:31]1[C:35]([CH2:36][C:37]([N:1]2[CH2:6][CH2:5][CH:4]([C:7]3[CH:8]=[CH:9][C:10]([NH:13][C:14]([C:16]4[N:17]=[C:18]([C:25]5[CH:30]=[CH:29][CH:28]=[CH:27][CH:26]=5)[O:19][C:20]=4[C:21]([F:22])([F:23])[F:24])=[O:15])=[CH:11][CH:12]=3)[CH2:3][CH2:2]2)=[O:38])=[N:34][N:33]=[N:32]1. The yield is 0.170. (4) The reactants are [H-].[Na+].[OH:3][CH:4]1[CH2:9][CH2:8][N:7]([C:10]([O:12][C:13]([CH3:16])([CH3:15])[CH3:14])=[O:11])[CH2:6][CH2:5]1.Cl[CH2:18][C:19]1[N:20]=[C:21]([CH3:43])[N:22]([C:24]([C:37]2[CH:42]=[CH:41][CH:40]=[CH:39][CH:38]=2)([C:31]2[CH:36]=[CH:35][CH:34]=[CH:33][CH:32]=2)[C:25]2[CH:30]=[CH:29][CH:28]=[CH:27][CH:26]=2)[CH:23]=1. The catalyst is CN(C=O)C. The product is [CH3:43][C:21]1[N:22]([C:24]([C:25]2[CH:30]=[CH:29][CH:28]=[CH:27][CH:26]=2)([C:31]2[CH:32]=[CH:33][CH:34]=[CH:35][CH:36]=2)[C:37]2[CH:42]=[CH:41][CH:40]=[CH:39][CH:38]=2)[CH:23]=[C:19]([CH2:18][O:3][CH:4]2[CH2:5][CH2:6][N:7]([C:10]([O:12][C:13]([CH3:16])([CH3:15])[CH3:14])=[O:11])[CH2:8][CH2:9]2)[N:20]=1. The yield is 0.530. (5) The reactants are [Cl:1][C:2]1[CH:3]=[CH:4][C:5]([O:8][CH:9]([CH:11]2[CH:15]([C:16]3[CH:21]=[CH:20][C:19]([Cl:22])=[C:18]([Cl:23])[CH:17]=3)[CH2:14][NH:13][CH2:12]2)[CH3:10])=[N:6][CH:7]=1.CCN(CC)CC.[Br:31][CH2:32][C:33](Cl)=[O:34]. The catalyst is C(Cl)Cl. The product is [Br:31][CH2:32][C:33]([N:13]1[CH2:14][CH:15]([C:16]2[CH:21]=[CH:20][C:19]([Cl:22])=[C:18]([Cl:23])[CH:17]=2)[CH:11]([CH:9]([O:8][C:5]2[CH:4]=[CH:3][C:2]([Cl:1])=[CH:7][N:6]=2)[CH3:10])[CH2:12]1)=[O:34]. The yield is 0.920.